From a dataset of Forward reaction prediction with 1.9M reactions from USPTO patents (1976-2016). Predict the product of the given reaction. (1) The product is: [C:20]1(=[O:30])[N:24]([CH2:2][C:3]2[CH:4]=[CH:5][CH:6]=[C:7]([N:9]3[C:13](=[O:14])[C:12]4=[CH:15][CH:16]=[CH:17][CH:18]=[C:11]4[C:10]3=[O:19])[N:8]=2)[C:23](=[O:25])[C:22]2=[CH:26][CH:27]=[CH:28][CH:29]=[C:21]12. Given the reactants Br[CH2:2][C:3]1[N:8]=[C:7]([N:9]2[C:13](=[O:14])[C:12]3=[CH:15][CH:16]=[CH:17][CH:18]=[C:11]3[C:10]2=[O:19])[CH:6]=[CH:5][CH:4]=1.[C:20]1(=[O:30])[NH:24][C:23](=[O:25])[C:22]2=[CH:26][CH:27]=[CH:28][CH:29]=[C:21]12.[K], predict the reaction product. (2) Given the reactants [F:1][C:2]1[CH:9]=[C:8]([O:10][CH3:11])[CH:7]=[CH:6][C:3]=1[C:4]#[N:5].[Br:12]Br.C(Cl)Cl, predict the reaction product. The product is: [Br:12][C:7]1[C:8]([O:10][CH3:11])=[CH:9][C:2]([F:1])=[C:3]([CH:6]=1)[C:4]#[N:5]. (3) Given the reactants Cl.[CH2:2]([O:4][C:5]([C:7]1[N:8]([C:39]2[CH:44]=[CH:43][C:42]([O:45][CH:46]([CH3:48])[CH3:47])=[CH:41][CH:40]=2)[C:9]2[C:14]([C:15]=1[N:16]([C:24](=[O:26])[CH3:25])C(OC(C)(C)C)=O)=[CH:13][C:12]([O:27][C:28]1[CH:33]=[CH:32][C:31]([O:34][C:35]([F:38])([F:37])[F:36])=[CH:30][CH:29]=1)=[CH:11][CH:10]=2)=[O:6])[CH3:3], predict the reaction product. The product is: [CH2:2]([O:4][C:5]([C:7]1[N:8]([C:39]2[CH:40]=[CH:41][C:42]([O:45][CH:46]([CH3:47])[CH3:48])=[CH:43][CH:44]=2)[C:9]2[C:14]([C:15]=1[NH:16][C:24](=[O:26])[CH3:25])=[CH:13][C:12]([O:27][C:28]1[CH:29]=[CH:30][C:31]([O:34][C:35]([F:37])([F:38])[F:36])=[CH:32][CH:33]=1)=[CH:11][CH:10]=2)=[O:6])[CH3:3].